Dataset: Reaction yield outcomes from USPTO patents with 853,638 reactions. Task: Predict the reaction yield, written as a fraction of the theoretical maximum amount of product (1.0 means a 100% yield; for example, 0.34 means a 34% yield). (1) The reactants are C[Si]([C:5]#[N:6])(C)C.[CH2:7]([C:9]1[C:20]([CH2:21]O)=[C:12]2[C:13]3[CH2:19][CH2:18][O:17][C:14]=3[CH:15]=[CH:16][N:11]2[N:10]=1)[CH3:8]. The catalyst is ClCCl.C(=O)([O-])O.[Na+]. The product is [CH2:7]([C:9]1[C:20]([CH2:21][C:5]#[N:6])=[C:12]2[C:13]3[CH2:19][CH2:18][O:17][C:14]=3[CH:15]=[CH:16][N:11]2[N:10]=1)[CH3:8]. The yield is 0.590. (2) The reactants are [Cl:1][C:2]1[CH:3]=[CH:4][C:5]([O:11][CH3:12])=[C:6](B(O)O)[CH:7]=1.[Cl:13][C:14]1[CH:15]=[C:16](I)[C:17]([NH2:20])=[N:18][CH:19]=1.C(=O)([O-])[O-].[Na+].[Na+]. The catalyst is C1C=CC([P]([Pd]([P](C2C=CC=CC=2)(C2C=CC=CC=2)C2C=CC=CC=2)([P](C2C=CC=CC=2)(C2C=CC=CC=2)C2C=CC=CC=2)[P](C2C=CC=CC=2)(C2C=CC=CC=2)C2C=CC=CC=2)(C2C=CC=CC=2)C2C=CC=CC=2)=CC=1.C1(C)C=CC=CC=1. The product is [Cl:13][C:14]1[CH:15]=[C:16]([C:6]2[CH:7]=[C:2]([Cl:1])[CH:3]=[CH:4][C:5]=2[O:11][CH3:12])[C:17]([NH2:20])=[N:18][CH:19]=1. The yield is 0.460. (3) The reactants are [CH3:1][C:2]([CH3:16])([CH3:15])[C:3](=[O:14])[CH2:4][N:5]1[CH2:12][CH:11]2[O:13][CH:7]([CH2:8][NH:9][CH2:10]2)[CH2:6]1.CS(O[CH2:22][CH2:23][C:24]1[CH:29]=[CH:28][C:27]([C:30]#[N:31])=[CH:26][CH:25]=1)(=O)=O. The catalyst is CC#N. The product is [CH3:1][C:2]([CH3:16])([CH3:15])[C:3](=[O:14])[CH2:4][N:5]1[CH2:12][CH:11]2[O:13][CH:7]([CH2:8][N:9]([CH2:22][CH2:23][C:24]3[CH:29]=[CH:28][C:27]([C:30]#[N:31])=[CH:26][CH:25]=3)[CH2:10]2)[CH2:6]1. The yield is 0.950.